From a dataset of Forward reaction prediction with 1.9M reactions from USPTO patents (1976-2016). Predict the product of the given reaction. (1) Given the reactants Br[C:2]1[CH:3]=[CH:4][C:5]2[C:6](=[O:16])[C:7]3[C:12]([O:13][C:14]=2[CH:15]=1)=[CH:11][CH:10]=[CH:9][CH:8]=3.C([O:21][C:22]([N:24]1[CH:29]2CC[CH:25]1[CH2:26]C(=O)[CH2:28]2)=O)(C)(C)C.[Br:33][C:34]1[CH:35]=[CH:36][C:37]2[C:38](=[C:48]3[CH2:54][CH:53]4[NH:55][CH:50]([CH2:51][CH2:52]4)[CH2:49]3)[C:39]3[C:44]([O:45][C:46]=2[CH:47]=1)=[CH:43][CH:42]=[CH:41][CH:40]=3, predict the reaction product. The product is: [CH2:25]([N:24]([CH2:29][CH3:28])[C:22]([C:2]1[CH:3]=[CH:4][C:5]2[C:6](=[O:16])[C:7]3[C:12]([O:13][C:14]=2[CH:15]=1)=[CH:11][CH:10]=[CH:9][CH:8]=3)=[O:21])[CH3:26].[Br:33][C:34]1[CH:35]=[CH:36][C:37]2[C:38](=[C:48]3[CH2:54][CH:53]4[NH:55][CH:50]([CH2:51][CH2:52]4)[CH2:49]3)[C:39]3[C:44]([O:45][C:46]=2[CH:47]=1)=[CH:43][CH:42]=[CH:41][CH:40]=3. (2) Given the reactants Br[C:2]1[CH:3]=[N:4][C:5]2[N:6]([CH:8]=[C:9]([CH2:11][O:12][C:13]3[CH:18]=[CH:17][CH:16]=[CH:15][N:14]=3)[N:10]=2)[CH:7]=1.[F:19][C:20]1[CH:25]=[CH:24][C:23](B(O)O)=[C:22]([CH2:29][OH:30])[CH:21]=1, predict the reaction product. The product is: [F:19][C:20]1[CH:25]=[CH:24][C:23]([C:2]2[CH:3]=[N:4][C:5]3[N:6]([CH:8]=[C:9]([CH2:11][O:12][C:13]4[CH:18]=[CH:17][CH:16]=[CH:15][N:14]=4)[N:10]=3)[CH:7]=2)=[C:22]([CH2:29][OH:30])[CH:21]=1. (3) Given the reactants [O:1]=[C:2]1[C:6]2([CH2:11][CH2:10][NH:9][CH2:8][CH2:7]2)[N:5]([C:12]2[CH:17]=[CH:16][CH:15]=[CH:14][CH:13]=2)[CH2:4][N:3]1[C@@H:18]([C:26]1[CH:31]=[CH:30][CH:29]=[CH:28][CH:27]=1)[C:19]([O:21][C:22]([CH3:25])([CH3:24])[CH3:23])=[O:20].Cl[CH2:33][CH2:34][CH2:35][C:36]([C:38]1[CH:43]=[CH:42][CH:41]=[CH:40][CH:39]=1)=[O:37].[I-].[Na+].C(=O)([O-])[O-].[K+].[K+], predict the reaction product. The product is: [O:1]=[C:2]1[C:6]2([CH2:7][CH2:8][N:9]([CH2:33][CH2:34][CH2:35][C:36](=[O:37])[C:38]3[CH:43]=[CH:42][CH:41]=[CH:40][CH:39]=3)[CH2:10][CH2:11]2)[N:5]([C:12]2[CH:17]=[CH:16][CH:15]=[CH:14][CH:13]=2)[CH2:4][N:3]1[C@@H:18]([C:26]1[CH:27]=[CH:28][CH:29]=[CH:30][CH:31]=1)[C:19]([O:21][C:22]([CH3:24])([CH3:25])[CH3:23])=[O:20].